From a dataset of Forward reaction prediction with 1.9M reactions from USPTO patents (1976-2016). Predict the product of the given reaction. (1) The product is: [Br:1][C:2]1[CH:7]=[CH:6][C:5]2[NH:8][C:16](=[O:17])[CH2:15][N:10]3[C:9](=[N:13][CH:12]=[N:11]3)[C:4]=2[CH:3]=1. Given the reactants [Br:1][C:2]1[CH:7]=[CH:6][C:5]([NH2:8])=[C:4]([C:9]2[NH:10][N:11]=[CH:12][N:13]=2)[CH:3]=1.Cl[CH2:15][C:16](Cl)=[O:17].[OH-].[Na+].Cl, predict the reaction product. (2) Given the reactants Br[C:2]1[CH:3]=[CH:4][C:5]([NH:8][CH2:9][C:10]2[CH:15]=[CH:14][C:13]([Cl:16])=[CH:12][CH:11]=2)=[N:6][CH:7]=1.C([Li])(C)(C)C.CN(C)[CH:24]=[O:25].[Cl-].[NH4+], predict the reaction product. The product is: [Cl:16][C:13]1[CH:14]=[CH:15][C:10]([CH2:9][NH:8][C:5]2[N:6]=[CH:7][C:2]([CH:24]=[O:25])=[CH:3][CH:4]=2)=[CH:11][CH:12]=1. (3) Given the reactants [CH3:1][O:2][C:3]1[S:7][C:6]([C:8]#[N:9])=[N:5][CH:4]=1.C[O-].[Na+].[Cl-:13].[NH4+:14], predict the reaction product. The product is: [ClH:13].[CH3:1][O:2][C:3]1[S:7][C:6]([C:8](=[NH:14])[NH2:9])=[N:5][CH:4]=1. (4) Given the reactants [CH3:1][CH2:2][C@@:3]1([OH:26])[C:8](=[O:9])[O:7][CH2:6][C:5]2[C:10]([N:12]3[C:24](=[CH:25][C:4]1=2)[C:23]1[N:22]=[C:21]2[C:16]([CH:17]=[CH:18][CH:19]=[CH:20]2)=[CH:15][C:14]=1[CH2:13]3)=[O:11].C(O)(C(F)(F)F)=O.CCCP1(OP(CCC)(=O)OP(CCC)(=O)O1)=O.CN(C)N1C=CC=CC1, predict the reaction product. The product is: [CH3:1][CH2:2][C@@:3]1([OH:26])[C:8](=[O:9])[O:7][CH2:6][C:5]2[C:10]([N:12]3[C:24](=[CH:25][C:4]1=2)[C:23]1[N:22]=[C:21]2[C:16]([CH:17]=[CH:18][CH:19]=[CH:20]2)=[CH:15][C:14]=1[CH2:13]3)=[O:11]. (5) Given the reactants [CH3:1][C:2]1[CH:7]=[C:6]([N:8]2[CH2:12][CH2:11][CH:10]([N:13]3[CH2:17][CH2:16][CH2:15][CH:14]3[CH3:18])[CH2:9]2)[CH:5]=[CH:4][C:3]=1[NH2:19].[F:20][C:21]1[CH:29]=[CH:28][C:24]([C:25](Cl)=[O:26])=[CH:23][CH:22]=1, predict the reaction product. The product is: [F:20][C:21]1[CH:29]=[CH:28][C:24]([C:25]([NH:19][C:3]2[CH:4]=[CH:5][C:6]([N:8]3[CH2:12][CH2:11][CH:10]([N:13]4[CH2:17][CH2:16][CH2:15][CH:14]4[CH3:18])[CH2:9]3)=[CH:7][C:2]=2[CH3:1])=[O:26])=[CH:23][CH:22]=1.